This data is from Forward reaction prediction with 1.9M reactions from USPTO patents (1976-2016). The task is: Predict the product of the given reaction. Given the reactants C1(N2C(=O)C3SC=[C:16]([C:17]4[CH:22]=[CH:21][CH:20]=[CH:19]C=4)[C:10]=3[N:9]=[CH:8]2)C=CC=CC=1.[NH2:23][C:24]1[C:28]([C:29]2[CH:34]=[CH:33][CH:32]=[CH:31][C:30]=2[F:35])=[CH:27][S:26][C:25]=1[C:36]([O:38]C)=O.C(OCC)(OCC)OCC.C1(N)CCCCCC1, predict the reaction product. The product is: [CH:10]1([N:9]2[C:36](=[O:38])[C:25]3[S:26][CH:27]=[C:28]([C:29]4[CH:34]=[CH:33][CH:32]=[CH:31][C:30]=4[F:35])[C:24]=3[N:23]=[CH:8]2)[CH2:16][CH2:17][CH2:22][CH2:21][CH2:20][CH2:19]1.